Task: Predict the reactants needed to synthesize the given product.. Dataset: Full USPTO retrosynthesis dataset with 1.9M reactions from patents (1976-2016) (1) The reactants are: [OH:1][C:2]1[CH:11]=[CH:10][C:5]([C:6]([O:8][CH3:9])=[O:7])=[CH:4][CH:3]=1.Br[CH2:13][C:14]1[CH:19]=[CH:18][CH:17]=[CH:16][CH:15]=1.C(=O)([O-])[O-].[K+].[K+]. Given the product [CH2:13]([O:1][C:2]1[CH:3]=[CH:4][C:5]([C:6]([O:8][CH3:9])=[O:7])=[CH:10][CH:11]=1)[C:14]1[CH:19]=[CH:18][CH:17]=[CH:16][CH:15]=1, predict the reactants needed to synthesize it. (2) Given the product [Br:31][C:5]1[C:4]2[C:8](=[C:9]([CH3:11])[CH:10]=[C:2]([CH3:1])[C:3]=2[CH2:12][C:13]2[NH:17][C:16]3[CH:18]=[CH:19][C:20]([C:22]#[N:23])=[CH:21][C:15]=3[N:14]=2)[NH:7][CH:6]=1, predict the reactants needed to synthesize it. The reactants are: [CH3:1][C:2]1[C:3]([CH2:12][C:13]2[NH:17][C:16]3[CH:18]=[CH:19][C:20]([C:22]#[N:23])=[CH:21][C:15]=3[N:14]=2)=[C:4]2[C:8](=[C:9]([CH3:11])[CH:10]=1)[NH:7][CH:6]=[CH:5]2.C1C(=O)N([Br:31])C(=O)C1. (3) Given the product [CH2:3]([O:10][CH2:11][CH2:12][C:13](=[O:14])[CH2:18][CH2:19][S:20][CH:21]([C:32]1[C:37]([F:38])=[CH:36][CH:35]=[C:34]([F:39])[C:33]=1[F:40])[C:22]1[C:23]([CH3:31])=[CH:24][C:25]([C:28]([NH2:30])=[O:29])=[N:26][CH:27]=1)[C:4]1[CH:9]=[CH:8][CH:7]=[CH:6][CH:5]=1, predict the reactants needed to synthesize it. The reactants are: O.Cl.[CH2:3]([O:10][CH2:11][CH2:12][C:13]1([CH2:18][CH2:19][S:20][CH:21]([C:32]2[C:37]([F:38])=[CH:36][CH:35]=[C:34]([F:39])[C:33]=2[F:40])[C:22]2[C:23]([CH3:31])=[CH:24][C:25]([C:28]([NH2:30])=[O:29])=[N:26][CH:27]=2)OCC[O:14]1)[C:4]1[CH:9]=[CH:8][CH:7]=[CH:6][CH:5]=1. (4) Given the product [CH2:24]([C:20]1([CH2:19][O:18][CH2:17][CH2:16][CH2:15][CH2:14][O:1][C:2]2[CH:3]=[CH:4][C:5]([C:6]([OH:8])=[O:7])=[CH:11][CH:12]=2)[CH2:21][O:22][CH2:23]1)[CH3:25], predict the reactants needed to synthesize it. The reactants are: [OH:1][C:2]1[CH:12]=[CH:11][C:5]([C:6]([O:8]CC)=[O:7])=[CH:4][CH:3]=1.Br[CH2:14][CH2:15][CH2:16][CH2:17][O:18][CH2:19][C:20]1([CH2:24][CH3:25])[CH2:23][O:22][CH2:21]1. (5) Given the product [Br:1][C:2]1[CH:12]=[C:5]2[C:6]([CH3:11])=[N:7][C:8]([CH3:10])=[CH:9][N:4]2[N:3]=1, predict the reactants needed to synthesize it. The reactants are: [Br:1][C:2]1[C:12](Br)=[C:5]2[C:6]([CH3:11])=[N:7][C:8]([CH3:10])=[CH:9][N:4]2[N:3]=1.C([Mg]Cl)(C)C. (6) Given the product [CH3:1][C:2]1[C:6]([C:12]2[CH:13]=[C:14]3[C:18](=[CH:19][CH:20]=2)[NH:17][C:16](=[O:21])[C:15]23[O:25][CH2:24][CH2:23][O:22]2)=[C:5]([CH3:10])[O:4][N:3]=1, predict the reactants needed to synthesize it. The reactants are: [CH3:1][C:2]1[C:6](B(O)O)=[C:5]([CH3:10])[O:4][N:3]=1.Br[C:12]1[CH:13]=[C:14]2[C:18](=[CH:19][CH:20]=1)[NH:17][C:16](=[O:21])[C:15]12[O:25][CH2:24][CH2:23][O:22]1.C([O-])([O-])=O.[Na+].[Na+]. (7) Given the product [F:21][C:18]1[CH:19]=[CH:20][C:15]([C:7]2[C:6]3[C:11](=[CH:12][C:3]([CH2:2][N:22]4[CH2:27][CH2:26][O:25][CH2:24][CH2:23]4)=[CH:4][CH:5]=3)[N:10]=[C:9]([C:13]([NH2:14])=[O:28])[CH:8]=2)=[CH:16][CH:17]=1, predict the reactants needed to synthesize it. The reactants are: Br[CH2:2][C:3]1[CH:12]=[C:11]2[C:6]([C:7]([C:15]3[CH:20]=[CH:19][C:18]([F:21])=[CH:17][CH:16]=3)=[CH:8][C:9]([C:13]#[N:14])=[N:10]2)=[CH:5][CH:4]=1.[NH:22]1[CH2:27][CH2:26][O:25][CH2:24][CH2:23]1.[OH-:28].[Na+].O. (8) Given the product [CH2:1]([O:3][C:4]([C:6]1[NH:7][C:8]([CH3:21])=[C:9]([C:12]2[CH:13]=[CH:14][C:15]([C:18](=[O:20])[NH:31][C:28]3[CH:29]=[CH:30][C:25]([CH:22]([CH3:24])[CH3:23])=[CH:26][CH:27]=3)=[CH:16][CH:17]=2)[C:10]=1[CH3:11])=[O:5])[CH3:2], predict the reactants needed to synthesize it. The reactants are: [CH2:1]([O:3][C:4]([C:6]1[NH:7][C:8]([CH3:21])=[C:9]([C:12]2[CH:17]=[CH:16][C:15]([C:18]([OH:20])=O)=[CH:14][CH:13]=2)[C:10]=1[CH3:11])=[O:5])[CH3:2].[CH:22]([C:25]1[CH:30]=[CH:29][C:28]([NH2:31])=[CH:27][CH:26]=1)([CH3:24])[CH3:23].CN([P+](ON1N=NC2C=CC=CC1=2)(N(C)C)N(C)C)C.F[P-](F)(F)(F)(F)F. (9) Given the product [CH:1]1([NH:4][C:5](=[O:6])[C:7]2[CH:12]=[C:11]([C:13]3[CH:14]=[C:15]4[C:19](=[CH:20][CH:21]=3)[NH:18][N:17]=[CH:16]4)[C:10]([CH3:29])=[C:9]([F:30])[CH:8]=2)[CH2:2][CH2:3]1, predict the reactants needed to synthesize it. The reactants are: [CH:1]1([NH:4][C:5]([C:7]2[CH:8]=[C:9]([F:30])[C:10]([CH3:29])=[C:11]([C:13]3[CH:14]=[C:15]4[C:19](=[CH:20][CH:21]=3)[N:18](C(OC(C)(C)C)=O)[N:17]=[CH:16]4)[CH:12]=2)=[O:6])[CH2:3][CH2:2]1.Cl. (10) Given the product [C:32]([O:31][CH2:30][CH2:17][CH2:24][CH3:42])(=[O:35])[CH:33]=[CH2:34].[C:1]([OH:5])(=[O:4])[CH:2]=[CH2:3], predict the reactants needed to synthesize it. The reactants are: [C:1]([O:5][CH2:24][C:17](COC(=O)C=C)(COC[C:17]([CH2:30][O:31][C:32](=[O:35])[CH:33]=[CH2:34])([CH2:24]OC(=O)C=C)C[O:5][C:1](=[O:4])[CH:2]=[CH2:3])[CH2:30][O:31][C:32](=[O:35])[CH:33]=[CH2:34])(=[O:4])[CH:2]=[CH2:3].[CH2:42]1CCC(O)(C(C2C=CC=CC=2)=O)CC1.